Dataset: Forward reaction prediction with 1.9M reactions from USPTO patents (1976-2016). Task: Predict the product of the given reaction. Given the reactants [NH2:1][C:2]1[CH:3]=[C:4]2[C:8](=[CH:9][CH:10]=1)[NH:7][C:6]([CH3:11])=[CH:5]2.[C:12]([O:16][C:17](O[C:17]([O:16][C:12]([CH3:15])([CH3:14])[CH3:13])=[O:18])=[O:18])([CH3:15])([CH3:14])[CH3:13], predict the reaction product. The product is: [C:17]([NH:1][C:2]1[CH:3]=[C:4]2[C:8](=[CH:9][CH:10]=1)[NH:7][C:6]([CH3:11])=[CH:5]2)([O:16][C:12]([CH3:15])([CH3:14])[CH3:13])=[O:18].